This data is from Catalyst prediction with 721,799 reactions and 888 catalyst types from USPTO. The task is: Predict which catalyst facilitates the given reaction. Reactant: C[Si](C)(C)CC[O:5][C:6]([C:8]1[C:17]2[C:12](=[CH:13][CH:14]=[CH:15][CH:16]=2)[CH:11]=[CH:10][C:9]=1[NH:18][C:19]([O:21][CH2:22][C:23]1[O:24][C:25]2[CH:31]=[CH:30][C:29]([C:32]3[CH:37]=[CH:36][CH:35]=[CH:34][CH:33]=3)=[CH:28][C:26]=2[CH:27]=1)=[O:20])=[O:7].[F-].C([N+](CCCC)(CCCC)CCCC)CCC.O. Product: [C:32]1([C:29]2[CH:30]=[CH:31][C:25]3[O:24][C:23]([CH2:22][O:21][C:19]([NH:18][C:9]4[CH:10]=[CH:11][C:12]5[C:17](=[CH:16][CH:15]=[CH:14][CH:13]=5)[C:8]=4[C:6]([OH:7])=[O:5])=[O:20])=[CH:27][C:26]=3[CH:28]=2)[CH:37]=[CH:36][CH:35]=[CH:34][CH:33]=1. The catalyst class is: 3.